This data is from Peptide-MHC class I binding affinity with 185,985 pairs from IEDB/IMGT. The task is: Regression. Given a peptide amino acid sequence and an MHC pseudo amino acid sequence, predict their binding affinity value. This is MHC class I binding data. (1) The peptide sequence is RRRLRTLVL. The MHC is HLA-C07:02 with pseudo-sequence HLA-C07:02. The binding affinity (normalized) is 0.499. (2) The peptide sequence is LQVSDVDKL. The MHC is HLA-A02:01 with pseudo-sequence HLA-A02:01. The binding affinity (normalized) is 0.201. (3) The peptide sequence is LDEEFRQYT. The MHC is Mamu-A11 with pseudo-sequence Mamu-A11. The binding affinity (normalized) is 0. (4) The peptide sequence is IDTLTCGFA. The MHC is Mamu-A11 with pseudo-sequence Mamu-A11. The binding affinity (normalized) is 0.115. (5) The peptide sequence is AVFDRKSDAK. The MHC is HLA-B44:03 with pseudo-sequence HLA-B44:03. The binding affinity (normalized) is 0. (6) The peptide sequence is FARERRLAL. The MHC is HLA-B51:01 with pseudo-sequence HLA-B51:01. The binding affinity (normalized) is 0.213. (7) The peptide sequence is HAMTLMQER. The MHC is HLA-A31:01 with pseudo-sequence HLA-A31:01. The binding affinity (normalized) is 0.728. (8) The binding affinity (normalized) is 0.260. The MHC is HLA-C14:02 with pseudo-sequence HLA-C14:02. The peptide sequence is AAAVAYPEL. (9) The MHC is HLA-B57:01 with pseudo-sequence HLA-B57:01. The binding affinity (normalized) is 0.0847. The peptide sequence is LTDEQKNAV. (10) The peptide sequence is APRALLLLL. The MHC is HLA-A02:01 with pseudo-sequence HLA-A02:01. The binding affinity (normalized) is 0.0847.